From a dataset of Forward reaction prediction with 1.9M reactions from USPTO patents (1976-2016). Predict the product of the given reaction. (1) Given the reactants [CH3:1][O:2][CH2:3][C:4]1O[CH:6]=[CH:7][C:8](=[O:18])[C:9]=1[O:10][CH2:11][C:12]1[CH:17]=[CH:16][CH:15]=[CH:14][CH:13]=1.[CH2:19]([NH2:21])[CH3:20].[OH-].[Na+].Cl, predict the reaction product. The product is: [CH2:19]([N:21]1[CH:6]=[CH:7][C:8](=[O:18])[C:9]([O:10][CH2:11][C:12]2[CH:13]=[CH:14][CH:15]=[CH:16][CH:17]=2)=[C:4]1[CH2:3][O:2][CH3:1])[CH3:20]. (2) Given the reactants [CH2:1]([C:8]1[C:9]([O:21][C:22]2[CH:27]=[CH:26][C:25]([F:28])=[CH:24][C:23]=2[C:29](=[O:31])[CH3:30])=[N:10][C:11]2[C:16]([CH:17]=1)=[CH:15][C:14]([N+:18]([O-])=O)=[CH:13][CH:12]=2)[C:2]1[CH:7]=[CH:6][CH:5]=[CH:4][CH:3]=1, predict the reaction product. The product is: [NH2:18][C:14]1[CH:15]=[C:16]2[C:11](=[CH:12][CH:13]=1)[N:10]=[C:9]([O:21][C:22]1[CH:27]=[CH:26][C:25]([F:28])=[CH:24][C:23]=1[C:29](=[O:31])[CH3:30])[C:8]([CH2:1][C:2]1[CH:3]=[CH:4][CH:5]=[CH:6][CH:7]=1)=[CH:17]2. (3) The product is: [O:1]1[CH2:6][CH2:5][NH:4][C:3]2[N:8]=[CH:9][CH:10]=[CH:11][C:2]1=2. Given the reactants [O:1]1[CH2:6][C:5](=O)[NH:4][C:3]2[N:8]=[CH:9][CH:10]=[CH:11][C:2]1=2.[H-].[Al+3].[Li+].[H-].[H-].[H-].[OH-].[Na+].O, predict the reaction product. (4) Given the reactants [NH2:1][C:2]1[CH:17]=[C:16]([O:18][CH2:19][C:20]2[CH:25]=[CH:24][CH:23]=[CH:22][CH:21]=2)[C:15]([O:26][C@H:27]2[CH2:31][CH2:30][O:29][CH2:28]2)=[CH:14][C:3]=1[C:4](OCC1C=CC=CC=1)=[O:5].C(O)(=O)C.[CH:36](N)=[NH:37], predict the reaction product. The product is: [O:29]1[CH2:30][CH2:31][C@H:27]([O:26][C:15]2[CH:14]=[C:3]3[C:2](=[CH:17][C:16]=2[O:18][CH2:19][C:20]2[CH:25]=[CH:24][CH:23]=[CH:22][CH:21]=2)[N:1]=[CH:36][NH:37][C:4]3=[O:5])[CH2:28]1. (5) Given the reactants [CH2:1]([O:3][C:4](=[O:19])[C:5]([C:10](=[O:18])[C:11]1[CH:16]=[CH:15][C:14]([CH3:17])=[CH:13][CH:12]=1)=[CH:6]OCC)[CH3:2].[NH2:20][C:21]1[CH:22]=[C:23]([CH:26]=[CH:27][CH:28]=1)[C:24]#[N:25], predict the reaction product. The product is: [CH2:1]([O:3][C:4](=[O:19])[C:5]([C:10](=[O:18])[C:11]1[CH:12]=[CH:13][C:14]([CH3:17])=[CH:15][CH:16]=1)=[CH:6][NH:20][C:21]1[CH:28]=[CH:27][CH:26]=[C:23]([C:24]#[N:25])[CH:22]=1)[CH3:2].